Dataset: Forward reaction prediction with 1.9M reactions from USPTO patents (1976-2016). Task: Predict the product of the given reaction. (1) The product is: [Cl:24][C:25]1[CH:26]=[C:27]([NH:32][C:33]([NH:2][CH2:3][C:4]2[CH:5]=[C:6]3[C:10](=[CH:11][CH:12]=2)[C:9](=[O:13])[N:8]([C:14]2([CH3:22])[CH2:19][CH2:18][C:17](=[O:20])[NH:16][C:15]2=[O:21])[C:7]3=[O:23])=[O:34])[CH:28]=[CH:29][C:30]=1[CH3:31]. Given the reactants Cl.[NH2:2][CH2:3][C:4]1[CH:5]=[C:6]2[C:10](=[CH:11][CH:12]=1)[C:9](=[O:13])[N:8]([C:14]1([CH3:22])[CH2:19][CH2:18][C:17](=[O:20])[NH:16][C:15]1=[O:21])[C:7]2=[O:23].[Cl:24][C:25]1[CH:26]=[C:27]([N:32]=[C:33]=[O:34])[CH:28]=[CH:29][C:30]=1[CH3:31].C(N(CC)CC)C.Cl, predict the reaction product. (2) Given the reactants C([N:8]1[C:16]2[C:11](=[C:12]([C:17]3[CH:26]=[C:25]4[C:20]([CH:21]=[CH:22][CH:23]=[N:24]4)=[C:19]([N:27]4[CH2:32][CH2:31][O:30][CH2:29][CH2:28]4)[N:18]=3)[CH:13]=[CH:14][CH:15]=2)[CH:10]=[CH:9]1)C1C=CC=CC=1.[Al+3].[Cl-].[Cl-].[Cl-], predict the reaction product. The product is: [NH:8]1[C:16]2[C:11](=[C:12]([C:17]3[CH:26]=[C:25]4[C:20]([CH:21]=[CH:22][CH:23]=[N:24]4)=[C:19]([N:27]4[CH2:32][CH2:31][O:30][CH2:29][CH2:28]4)[N:18]=3)[CH:13]=[CH:14][CH:15]=2)[CH:10]=[CH:9]1. (3) Given the reactants [O:1]1CCO[CH:2]1[C:6]1[CH:7]=[C:8]([CH:39]=[C:40]([CH3:42])[CH:41]=1)[O:9][C:10]1[N:15]([CH2:16][C:17]2[CH:22]=[C:21]([NH:23][CH2:24][C:25]3[CH:30]=[CH:29][C:28]([O:31][CH3:32])=[CH:27][CH:26]=3)[N:20]=[C:19]([F:33])[CH:18]=2)[C:14](=[O:34])[NH:13][C:12](=[O:35])[C:11]=1[CH:36]([CH3:38])[CH3:37].CC1C=CC(S([O-])(=O)=O)=CC=1.C1C=C[NH+]=CC=1, predict the reaction product. The product is: [F:33][C:19]1[CH:18]=[C:17]([CH2:16][N:15]2[C:10]([O:9][C:8]3[CH:7]=[C:6]([CH:41]=[C:40]([CH3:42])[CH:39]=3)[CH:2]=[O:1])=[C:11]([CH:36]([CH3:37])[CH3:38])[C:12](=[O:35])[NH:13][C:14]2=[O:34])[CH:22]=[C:21]([NH:23][CH2:24][C:25]2[CH:26]=[CH:27][C:28]([O:31][CH3:32])=[CH:29][CH:30]=2)[N:20]=1. (4) Given the reactants [CH:1]1([C:4]2[CH:5]=[CH:6][C:7]([O:10][C:11]3[CH:16]=[CH:15][CH:14]=[C:13]([CH:17]=[C:18]4[CH2:27][CH2:26][C:21]5(OCC[O:22]5)[CH2:20][CH2:19]4)[CH:12]=3)=[N:8][CH:9]=2)[CH2:3][CH2:2]1.Cl, predict the reaction product. The product is: [CH:1]1([C:4]2[CH:5]=[CH:6][C:7]([O:10][C:11]3[CH:12]=[C:13]([CH:17]=[C:18]4[CH2:19][CH2:20][C:21](=[O:22])[CH2:26][CH2:27]4)[CH:14]=[CH:15][CH:16]=3)=[N:8][CH:9]=2)[CH2:3][CH2:2]1. (5) Given the reactants [Br:1][C:2]1[CH:3]=[C:4]2[C:9](=[CH:10][CH:11]=1)[NH:8][CH2:7][CH2:6][C:5]2([CH3:13])[CH3:12].[CH:14](O)=[O:15], predict the reaction product. The product is: [Br:1][C:2]1[CH:3]=[C:4]2[C:9](=[CH:10][CH:11]=1)[N:8]([CH:14]=[O:15])[CH2:7][CH2:6][C:5]2([CH3:13])[CH3:12]. (6) Given the reactants [CH:1]1([N:11]2[CH2:16][CH2:15][CH:14]([N:17]3[C:21]4[CH:22]=[CH:23][CH:24]=[CH:25][C:20]=4[NH:19][C:18]3=[O:26])[CH2:13][CH2:12]2)[C:10]2[C:5](=[CH:6][CH:7]=[CH:8][CH:9]=2)[CH2:4][CH2:3][CH2:2]1.[H-].[Na+].Br[CH2:30][C:31]([O:33]CC)=O.[CH3:36][NH2:37].CO, predict the reaction product. The product is: [CH:1]1([N:11]2[CH2:16][CH2:15][CH:14]([N:17]3[C:21]4[CH:22]=[CH:23][CH:24]=[CH:25][C:20]=4[N:19]([CH2:30][C:31]([NH:37][CH3:36])=[O:33])[C:18]3=[O:26])[CH2:13][CH2:12]2)[C:10]2[C:5](=[CH:6][CH:7]=[CH:8][CH:9]=2)[CH2:4][CH2:3][CH2:2]1. (7) Given the reactants [F:1][C:2]1[C:6]([S:7](=[O:16])(=[O:15])[NH:8][C@H:9]([CH3:14])[C:10]([F:13])([F:12])[F:11])=[CH:5][N:4]([CH3:17])[C:3]=1[C:18]([O:20]CC)=O.[Li+].[OH-].Cl.FC1C(S(=O)(=O)N[C@H](C)C(F)(F)F)=CN(C)C=1C(O)=O.[NH2:46][C:47]1[CH:48]=[CH:49][C:50]([F:55])=[C:51]([CH:54]=1)[C:52]#[N:53], predict the reaction product. The product is: [C:52]([C:51]1[CH:54]=[C:47]([NH:46][C:18]([C:3]2[N:4]([CH3:17])[CH:5]=[C:6]([S:7](=[O:15])(=[O:16])[NH:8][C@H:9]([CH3:14])[C:10]([F:11])([F:12])[F:13])[C:2]=2[F:1])=[O:20])[CH:48]=[CH:49][C:50]=1[F:55])#[N:53]. (8) Given the reactants Cl[C:2]1[CH:7]=[CH:6][C:5]([S:8]([CH2:11][CH3:12])(=[O:10])=[O:9])=[CH:4][C:3]=1[N+:13]([O-:15])=[O:14].Cl.[NH2:17][CH2:18][C:19]1([OH:24])[CH2:23][CH2:22][CH2:21][CH2:20]1, predict the reaction product. The product is: [CH2:11]([S:8]([C:5]1[CH:6]=[CH:7][C:2]([NH:17][CH2:18][C:19]2([OH:24])[CH2:23][CH2:22][CH2:21][CH2:20]2)=[C:3]([N+:13]([O-:15])=[O:14])[CH:4]=1)(=[O:10])=[O:9])[CH3:12].